This data is from Catalyst prediction with 721,799 reactions and 888 catalyst types from USPTO. The task is: Predict which catalyst facilitates the given reaction. Reactant: [F:1][C:2]1[CH:10]=[CH:9][C:8]([CH2:11][C:12]2[C:21]3[C:16](=[CH:17][CH:18]=[CH:19][CH:20]=3)[C:15](=[O:22])[NH:14][N:13]=2)=[CH:7][C:3]=1[C:4](O)=[O:5].F[P-](F)(F)(F)(F)F.N1(OC(N(C)C)=[N+](C)C)C2C=CC=CC=2N=N1.C(N(C(C)C)C(C)C)C.[CH:56]1([O:60][CH:61]2[CH2:66][CH2:65][NH:64][CH2:63][CH2:62]2)[CH2:59][CH2:58][CH2:57]1. Product: [CH:56]1([O:60][CH:61]2[CH2:66][CH2:65][N:64]([C:4]([C:3]3[CH:7]=[C:8]([CH:9]=[CH:10][C:2]=3[F:1])[CH2:11][C:12]3[C:21]4[C:16](=[CH:17][CH:18]=[CH:19][CH:20]=4)[C:15](=[O:22])[NH:14][N:13]=3)=[O:5])[CH2:63][CH2:62]2)[CH2:59][CH2:58][CH2:57]1. The catalyst class is: 9.